This data is from Reaction yield outcomes from USPTO patents with 853,638 reactions. The task is: Predict the reaction yield, written as a fraction of the theoretical maximum amount of product (1.0 means a 100% yield; for example, 0.34 means a 34% yield). (1) The product is [Cl:1][C:2]1[C:3]([O:47][C:44]2[CH:45]=[C:46]3[C:41](=[CH:42][CH:43]=2)[N:40]=[CH:39][N:38]=[C:37]3[NH:36][C:33]2[CH:34]=[CH:35][N:31]([CH3:30])[N:32]=2)=[N:4][CH:5]=[C:6]([CH:16]=1)[C:7]([N:9]([CH2:11][CH2:12][N:13]([CH3:15])[CH3:14])[CH3:10])=[O:8]. The reactants are [Cl:1][C:2]1[C:3](Cl)=[N:4][CH:5]=[C:6]([CH:16]=1)[C:7]([N:9]([CH2:11][CH2:12][N:13]([CH3:15])[CH3:14])[CH3:10])=[O:8].CC(C)([O-])C.[K+].CN(C)C(=O)C.[CH3:30][N:31]1[CH:35]=[CH:34][C:33]([NH:36][C:37]2[C:46]3[C:41](=[CH:42][CH:43]=[C:44]([OH:47])[CH:45]=3)[N:40]=[CH:39][N:38]=2)=[N:32]1. The yield is 0.250. The catalyst is O. (2) The reactants are [NH2:1]/[C:2](=[N:8]/[O:9][C:10](=O)[C:11]1[CH:16]=[CH:15][CH:14]=[C:13]([CH3:17])[CH:12]=1)/[C:3]([O:5][CH2:6][CH3:7])=[O:4].OS(O)(=O)=O. No catalyst specified. The product is [C:13]1([CH3:17])[CH:14]=[CH:15][CH:16]=[C:11]([C:10]2[O:9][N:8]=[C:2]([C:3]([O:5][CH2:6][CH3:7])=[O:4])[N:1]=2)[CH:12]=1. The yield is 0.790. (3) The reactants are [Br:1]Br.[NH2:3][C:4]1[N:11]=[CH:10][CH:9]=[CH:8][C:5]=1[C:6]#[N:7]. The catalyst is CC(O)=O.CCOCC. The product is [NH2:3][C:4]1[N:11]=[CH:10][C:9]([Br:1])=[CH:8][C:5]=1[C:6]#[N:7]. The yield is 0.780.